Dataset: Full USPTO retrosynthesis dataset with 1.9M reactions from patents (1976-2016). Task: Predict the reactants needed to synthesize the given product. (1) Given the product [ClH:41].[F:1][C:2]1[CH:7]=[CH:6][CH:5]=[CH:4][C:3]=1[C@H:8]1[C:17]2[CH:18]=[CH:19][CH:20]=[CH:21][C:16]=2[C:15]2[N:14]=[C:13]([NH:22][C:23]3[CH:28]=[CH:27][CH:26]=[C:25]([CH2:29][CH2:30][N:31]4[CH2:36][CH2:35][N:34]([CH2:37][CH2:38][O:39][CH3:40])[CH2:33][CH2:32]4)[CH:24]=3)[N:12]=[CH:11][C:10]=2[CH2:9]1, predict the reactants needed to synthesize it. The reactants are: [F:1][C:2]1[CH:7]=[CH:6][CH:5]=[CH:4][C:3]=1[C@H:8]1[C:17]2[CH:18]=[CH:19][CH:20]=[CH:21][C:16]=2[C:15]2[N:14]=[C:13]([NH:22][C:23]3[CH:28]=[CH:27][CH:26]=[C:25]([CH2:29][CH2:30][N:31]4[CH2:36][CH2:35][N:34]([CH2:37][CH2:38][O:39][CH3:40])[CH2:33][CH2:32]4)[CH:24]=3)[N:12]=[CH:11][C:10]=2[CH2:9]1.[ClH:41].C(OCC)C. (2) Given the product [N:7]1([C:12]2[CH:40]=[CH:39][C:15]([CH2:16][CH2:17][N:18]3[CH2:22][CH2:21][C@@H:20]([N:23]4[C:33]5[CH:34]=[CH:35][CH:36]=[CH:37][C:32]=5[CH2:31][O:30][C:25]5[CH:26]=[CH:27][CH:28]=[CH:29][C:24]4=5)[CH2:19]3)=[CH:14][CH:13]=2)[CH2:11][CH2:10][CH2:9][CH2:8]1, predict the reactants needed to synthesize it. The reactants are: C(=O)([O-])[O-].[K+].[K+].[N:7]1([C:12]2[CH:40]=[CH:39][C:15]([CH2:16][CH2:17][N:18]3[CH2:22][CH2:21][C@@H:20]([NH:23][C:24]4[CH:29]=[CH:28][CH:27]=[CH:26][C:25]=4[O:30][CH2:31][C:32]4[CH:37]=[CH:36][CH:35]=[CH:34][C:33]=4Br)[CH2:19]3)=[CH:14][CH:13]=2)[CH2:11][CH2:10][CH2:9][CH2:8]1.